This data is from Catalyst prediction with 721,799 reactions and 888 catalyst types from USPTO. The task is: Predict which catalyst facilitates the given reaction. (1) Reactant: [NH2:1][C:2]1[CH:3]=[N:4][N:5]([CH2:8][C:9]2[CH:14]=[CH:13][C:12]([CH3:15])=[CH:11][CH:10]=2)[C:6]=1[NH2:7].[OH:16][C:17]1[CH:24]=[CH:23][C:20]([CH:21]=O)=[CH:19][CH:18]=1. Product: [NH2:7][C:6]1[N:5]([CH2:8][C:9]2[CH:14]=[CH:13][C:12]([CH3:15])=[CH:11][CH:10]=2)[N:4]=[CH:3][C:2]=1[N:1]=[CH:21][C:20]1[CH:23]=[CH:24][C:17]([OH:16])=[CH:18][CH:19]=1. The catalyst class is: 24. (2) Reactant: [CH2:1]([N:7]1[CH2:12][CH2:11][C:10]([CH3:27])([C:13]2[CH:18]=[CH:17][CH:16]=[C:15](OS(C(F)(F)F)(=O)=O)[CH:14]=2)[CH:9]([CH3:28])[CH2:8]1)[CH2:2][CH2:3][CH2:4][CH2:5][CH3:6].[C-:29]#[N:30].[K+]. Product: [NH3:7].[CH2:1]([N:7]1[CH2:12][CH2:11][C:10]([CH3:27])([C:13]2[CH:18]=[CH:17][CH:16]=[C:15]([C:29]#[N:30])[CH:14]=2)[CH:9]([CH3:28])[CH2:8]1)[CH2:2][CH2:3][CH2:4][CH2:5][CH3:6]. The catalyst class is: 60. (3) Reactant: [CH2:1]([O:3][C:4]([CH2:6][N:7]1[CH2:12][CH2:11][NH:10][CH2:9][CH2:8]1)=[O:5])[CH3:2].[Br:13][C:14]1[CH:15]=[C:16]([NH:20][C:21]2[C:30]3[C:25](=[CH:26][C:27]([O:36][CH3:37])=[C:28]([O:31][CH2:32][CH:33]4[CH2:35][O:34]4)[CH:29]=3)[N:24]=[CH:23][N:22]=2)[CH:17]=[CH:18][CH:19]=1. Product: [Br:13][C:14]1[CH:15]=[C:16]([NH:20][C:21]2[C:30]3[C:25](=[CH:26][C:27]([O:36][CH3:37])=[C:28]([O:31][CH2:32][CH:33]([OH:34])[CH2:35][N:10]4[CH2:9][CH2:8][N:7]([CH2:6][C:4]([O:3][CH2:1][CH3:2])=[O:5])[CH2:12][CH2:11]4)[CH:29]=3)[N:24]=[CH:23][N:22]=2)[CH:17]=[CH:18][CH:19]=1. The catalyst class is: 8. (4) Reactant: [NH2:1][C:2]1[CH:11]=[CH:10][CH:9]=[C:8]2[C:3]=1[C:4](=[O:21])[N:5]([CH:13]1[CH2:18][CH2:17][C:16](=[O:19])[NH:15][C:14]1=[O:20])[C:6]([CH3:12])=[N:7]2.[C:22](Cl)(=[O:24])[CH3:23]. Product: [O:20]=[C:14]1[CH:13]([N:5]2[C:4](=[O:21])[C:3]3[C:8](=[CH:9][CH:10]=[CH:11][C:2]=3[NH:1][C:22](=[O:24])[CH3:23])[N:7]=[C:6]2[CH3:12])[CH2:18][CH2:17][C:16](=[O:19])[NH:15]1. The catalyst class is: 7. (5) Reactant: [N:1]1[C:8](Cl)=[N:7][C:5](Cl)=[N:4][C:2]=1Cl.[CH2:10]([O:17][C:18]1[CH:23]=[CH:22][C:21]([NH2:24])=[CH:20][C:19]=1[Cl:25])[C:11]1[CH:16]=[CH:15][CH:14]=[CH:13][CH:12]=1.C(N(C(C)C)CC)(C)C.[CH:35]1([NH2:42])[CH2:41][CH2:40][CH2:39][CH2:38][CH2:37][CH2:36]1.[CH3:43][N:44]1[CH2:49][CH2:48][CH:47]([NH:50]C)[CH2:46][CH2:45]1. Product: [OH-:17].[NH4+:1].[CH2:10]([O:17][C:18]1[CH:23]=[CH:22][C:21]([NH:24][C:2]2[N:4]=[C:5]([NH:42][CH:35]3[CH2:41][CH2:40][CH2:39][CH2:38][CH2:37][CH2:36]3)[N:7]=[C:8]([NH:50][CH:47]3[CH2:48][CH2:49][N:44]([CH3:43])[CH2:45][CH2:46]3)[N:1]=2)=[CH:20][C:19]=1[Cl:25])[C:11]1[CH:12]=[CH:13][CH:14]=[CH:15][CH:16]=1. The catalyst class is: 10.